Task: Predict the product of the given reaction.. Dataset: Forward reaction prediction with 1.9M reactions from USPTO patents (1976-2016) (1) Given the reactants [CH:1]([C:3]1[C:8]([O:9][CH3:10])=[CH:7][C:6](OS(C)(=O)=O)=[CH:5][C:4]=1[O:16][CH3:17])=[O:2].[S:18]1[CH:22]=[CH:21][CH:20]=[C:19]1B(O)O.P([O-])([O-])([O-])=O.[K+].[K+].[K+], predict the reaction product. The product is: [CH3:10][O:9][C:8]1[CH:7]=[C:6]([C:19]2[S:18][CH:22]=[CH:21][CH:20]=2)[CH:5]=[C:4]([O:16][CH3:17])[C:3]=1[CH:1]=[O:2]. (2) The product is: [Cl:1][C:2]1[C:7]([C:8]2[CH:16]=[CH:15][C:11]3[S:25][CH:24]=[N:23][C:10]=3[CH:9]=2)=[CH:6][CH:5]=[CH:4][N:3]=1. Given the reactants [Cl:1][C:2]1[C:7]([C:8]2[CH:16]=[CH:15][C:11]3N=CS[C:10]=3[CH:9]=2)=[CH:6][CH:5]=[CH:4][N:3]=1.BrC1C=CC2[S:25][CH:24]=[N:23]C=2C=1.ClC1C(B2OC(C)(C)C(C)(C)O2)=CC=CN=1.C([O-])([O-])=O.[Na+].[Na+], predict the reaction product. (3) Given the reactants Br[C:2]1[N:3]=[C:4]([C:20]2[C:21]([CH3:29])=[N:22][N:23]3[CH:28]=[CH:27][CH:26]=[CH:25][C:24]=23)[S:5][C:6]=1[C:7]1[N:11]=[CH:10][N:9](COCC[Si](C)(C)C)[N:8]=1.[OH:30][CH2:31][C:32]1[CH:37]=[CH:36][C:35](B(O)O)=[CH:34][CH:33]=1.C([O-])(O)=O.[Na+].FC(F)(F)C(O)=O, predict the reaction product. The product is: [CH3:29][C:21]1[C:20]([C:4]2[S:5][C:6]([C:7]3[N:11]=[CH:10][NH:9][N:8]=3)=[C:2]([C:35]3[CH:36]=[CH:37][C:32]([CH2:31][OH:30])=[CH:33][CH:34]=3)[N:3]=2)=[C:24]2[CH:25]=[CH:26][CH:27]=[CH:28][N:23]2[N:22]=1. (4) Given the reactants [CH2:1]([N:8]1[C:16]2[C:11](=[C:12]([O:20][CH3:21])[CH:13]=[C:14]3[CH2:19][CH2:18][CH2:17][C:15]3=2)[CH:10]=[C:9]1[CH3:22])[C:2]1[CH:7]=[CH:6][CH:5]=[CH:4][CH:3]=1.B(Br)(Br)Br.C(=O)([O-])[O-].[Cs+].[Cs+].BrC[C:35]([O:37][CH3:38])=[O:36], predict the reaction product. The product is: [CH3:38][O:37][C:35](=[O:36])[CH2:21][O:20][C:12]1[CH:13]=[C:14]2[CH2:19][CH2:18][CH2:17][C:15]2=[C:16]2[C:11]=1[CH:10]=[C:9]([CH3:22])[N:8]2[CH2:1][C:2]1[CH:3]=[CH:4][CH:5]=[CH:6][CH:7]=1.